Predict the product of the given reaction. From a dataset of Forward reaction prediction with 1.9M reactions from USPTO patents (1976-2016). (1) Given the reactants O1[CH:5]=[CH:4][CH:3]=[C:2]1[C:6]1[C:14]2[C:13]([S:15][CH3:16])=[N:12][CH:11]=[N:10][C:9]=2[N:8]([C@@H:17]2[O:23][C@H:22]([CH2:24][OH:25])[C@@H:20]([OH:21])[C@H:18]2[OH:19])[CH:7]=1.IC1C2C([S:36]C)=NC=NC=2N([C@@H]2O[C@H](CO)[C@@H](O)[C@H]2O)C=1.S1C=CC=C1B(O)O, predict the reaction product. The product is: [CH3:16][S:15][C:13]1[C:14]2[C:6]([C:2]3[S:36][CH:5]=[CH:4][CH:3]=3)=[CH:7][N:8]([C@@H:17]3[O:23][C@H:22]([CH2:24][OH:25])[C@@H:20]([OH:21])[C@H:18]3[OH:19])[C:9]=2[N:10]=[CH:11][N:12]=1. (2) Given the reactants [OH:1][CH:2]1[C:19](=[O:20])[C:18]2[C:17]3[N:16]([CH3:21])[C:15]4[N:14]=[C:13]5[CH:22]=[CH:23][CH:24]=[CH:25][C:12]5=[CH:11][C:10]=4[C:9](=[O:26])[C:8]=3[C:7]([O:27][CH3:28])=[CH:6][C:5]=2[O:4][C:3]1([CH3:30])[CH3:29].[C:31](OC(=O)C)(=[O:33])[CH3:32], predict the reaction product. The product is: [C:31]([O:1][CH:2]1[C:19](=[O:20])[C:18]2[C:17]3[N:16]([CH3:21])[C:15]4[N:14]=[C:13]5[CH:22]=[CH:23][CH:24]=[CH:25][C:12]5=[CH:11][C:10]=4[C:9](=[O:26])[C:8]=3[C:7]([O:27][CH3:28])=[CH:6][C:5]=2[O:4][C:3]1([CH3:30])[CH3:29])(=[O:33])[CH3:32]. (3) Given the reactants [C:1]([C:3]1[CH:8]=[CH:7][C:6]([C:9]2[CH:43]=[CH:42][C:12]3[N:13]([CH2:38][CH:39]4[CH2:41][CH2:40]4)[C:14]([CH2:16][O:17][CH2:18][C:19]4([C:32]5[CH:37]=[CH:36][CH:35]=[CH:34][CH:33]=5)[CH2:24][CH2:23][N:22]([C:25](OC(C)(C)C)=O)[CH2:21][CH2:20]4)=[N:15][C:11]=3[CH:10]=2)=[CH:5][CH:4]=1)#[N:2].C=O.C(O)=O, predict the reaction product. The product is: [CH:39]1([CH2:38][N:13]2[C:12]3[CH:42]=[CH:43][C:9]([C:6]4[CH:7]=[CH:8][C:3]([C:1]#[N:2])=[CH:4][CH:5]=4)=[CH:10][C:11]=3[N:15]=[C:14]2[CH2:16][O:17][CH2:18][C:19]2([C:32]3[CH:37]=[CH:36][CH:35]=[CH:34][CH:33]=3)[CH2:24][CH2:23][N:22]([CH3:25])[CH2:21][CH2:20]2)[CH2:41][CH2:40]1. (4) Given the reactants [CH3:1][O:2][C:3](=[O:35])[CH:4]([NH:16][C:17](=[O:34])[CH:18]([NH:21][S:22]([C:25]1[CH:30]=[CH:29][CH:28]=[CH:27][C:26]=1[N+:31]([O-:33])=[O:32])(=[O:24])=[O:23])[CH2:19][CH3:20])[CH2:5][C:6]1[CH:15]=[CH:14][C:13]2[C:8](=[CH:9][CH:10]=[CH:11][CH:12]=2)[CH:7]=1.Br[CH2:37][CH2:38]Br.C(=O)([O-])[O-].[K+].[K+].OS([O-])(=O)=O.[K+], predict the reaction product. The product is: [CH3:1][O:2][C:3](=[O:35])[CH:4]([N:16]1[CH2:38][CH2:37][N:21]([S:22]([C:25]2[CH:30]=[CH:29][CH:28]=[CH:27][C:26]=2[N+:31]([O-:33])=[O:32])(=[O:24])=[O:23])[CH:18]([CH2:19][CH3:20])[C:17]1=[O:34])[CH2:5][C:6]1[CH:15]=[CH:14][C:13]2[C:8](=[CH:9][CH:10]=[CH:11][CH:12]=2)[CH:7]=1.